This data is from Forward reaction prediction with 1.9M reactions from USPTO patents (1976-2016). The task is: Predict the product of the given reaction. (1) Given the reactants [C:1]([C:3]1([NH:9][C:10]([O:12][C@@H:13]([CH2:22][CH:23]2[CH2:28][CH2:27][CH2:26][CH2:25][CH2:24]2)[C:14]([N:16]2[CH2:21][CH2:20][O:19][CH2:18][CH2:17]2)=[O:15])=[O:11])[CH2:8][CH2:7][NH:6][CH2:5][CH2:4]1)#[N:2].C=O.[C:31](O)(=O)C.C([BH3-])#N.[Na+], predict the reaction product. The product is: [C:1]([C:3]1([NH:9][C:10]([O:12][C@@H:13]([CH2:22][CH:23]2[CH2:28][CH2:27][CH2:26][CH2:25][CH2:24]2)[C:14]([N:16]2[CH2:17][CH2:18][O:19][CH2:20][CH2:21]2)=[O:15])=[O:11])[CH2:8][CH2:7][N:6]([CH3:31])[CH2:5][CH2:4]1)#[N:2]. (2) Given the reactants [CH3:1]CCCCC.C[Si](C=[N+]=[N-])(C)C.[F:14][C:15]1[C:16]([C:21]([OH:23])=[O:22])=[N:17][CH:18]=[CH:19][CH:20]=1, predict the reaction product. The product is: [F:14][C:15]1[C:16]([C:21]([O:23][CH3:1])=[O:22])=[N:17][CH:18]=[CH:19][CH:20]=1. (3) Given the reactants [OH:1][C:2]1[CH:7]=[CH:6][CH:5]=[CH:4][C:3]=1[C:8](=[O:10])[CH3:9].C(=O)([O-])[O-].[K+].[K+].[CH2:17](Br)[CH:18]=[CH2:19], predict the reaction product. The product is: [CH2:19]([O:1][C:2]1[CH:7]=[CH:6][CH:5]=[CH:4][C:3]=1[C:8](=[O:10])[CH3:9])[CH:18]=[CH2:17]. (4) Given the reactants [C:1]([C:3]1[CH:8]=[CH:7][C:6]([NH:9][C:10](=[O:18])[O:11][CH2:12][C:13]2[S:14][CH:15]=[CH:16][CH:17]=2)=[CH:5][CH:4]=1)#[N:2].Cl.[NH2:20][OH:21].C(=O)([O-])[O-].[Na+].[Na+], predict the reaction product. The product is: [S:14]1[CH:15]=[CH:16][CH:17]=[C:13]1[CH2:12][O:11][C:10](=[O:18])[NH:9][C:6]1[CH:5]=[CH:4][C:3](/[C:1](/[NH2:2])=[N:20]\[OH:21])=[CH:8][CH:7]=1. (5) Given the reactants [Br:1][C:2]1[CH:3]=[CH:4][C:5]([CH3:8])=[N:6][CH:7]=1.C1C(=O)N([Br:16])C(=O)C1.C(OOC(=O)C1C=CC=CC=1)(=O)C1C=CC=CC=1, predict the reaction product. The product is: [Br:1][C:2]1[CH:3]=[CH:4][C:5]([CH2:8][Br:16])=[N:6][CH:7]=1.